Dataset: Forward reaction prediction with 1.9M reactions from USPTO patents (1976-2016). Task: Predict the product of the given reaction. (1) Given the reactants [NH2:1][C:2]1[N:7]=[C:6]([NH:8][CH2:9][CH2:10][NH:11][C:12]2[CH:17]=[C:16](Cl)[N:15]=[C:14]([NH2:19])[N:13]=2)[CH:5]=[CH:4][N:3]=1.[CH:20](/B(O)O)=[CH:21]\[C:22]1[CH:27]=[CH:26][CH:25]=[CH:24][CH:23]=1, predict the reaction product. The product is: [NH2:1][C:2]1[N:7]=[C:6]([NH:8][CH2:9][CH2:10][NH:11][C:12]2[CH:17]=[C:16](/[CH:20]=[CH:21]/[C:22]3[CH:27]=[CH:26][CH:25]=[CH:24][CH:23]=3)[N:15]=[C:14]([NH2:19])[N:13]=2)[CH:5]=[CH:4][N:3]=1. (2) Given the reactants Cl[C:2]1[N:7]=[C:6]([N:8]2[CH2:13][CH2:12][O:11][CH2:10][CH2:9]2)[CH:5]=[CH:4][N:3]=1.[Cl:14][C:15]1[CH:16]=[C:17]([S:22]([N:25]([CH2:45][C:46]([O:48][C:49]([CH3:52])([CH3:51])[CH3:50])=[O:47])[C:26]2[C:35]3[C:30](=[C:31](B4OC(C)(C)C(C)(C)O4)[CH:32]=[CH:33][CH:34]=3)[CH:29]=[CH:28][CH:27]=2)(=[O:24])=[O:23])[CH:18]=[C:19]([Cl:21])[CH:20]=1, predict the reaction product. The product is: [Cl:14][C:15]1[CH:16]=[C:17]([S:22]([N:25]([CH2:45][C:46]([O:48][C:49]([CH3:52])([CH3:51])[CH3:50])=[O:47])[C:26]2[C:35]3[C:30](=[C:31]([C:2]4[N:7]=[C:6]([N:8]5[CH2:13][CH2:12][O:11][CH2:10][CH2:9]5)[CH:5]=[CH:4][N:3]=4)[CH:32]=[CH:33][CH:34]=3)[CH:29]=[CH:28][CH:27]=2)(=[O:23])=[O:24])[CH:18]=[C:19]([Cl:21])[CH:20]=1. (3) Given the reactants Br[C:2]1[CH:3]=[CH:4][C:5]2[C:11]3[S:12][C:13]([C:15]4[N:19]([CH:20]([CH3:22])[CH3:21])[C:18](=[O:23])[NH:17][N:16]=4)=[CH:14][C:10]=3[CH2:9][CH2:8][O:7][C:6]=2[CH:24]=1.CC1(C)C(C)(C)OB([C:33]2[CH:34]=[N:35][NH:36][CH:37]=2)O1, predict the reaction product. The product is: [NH:35]1[CH:34]=[C:33]([C:2]2[CH:3]=[CH:4][C:5]3[C:11]4[S:12][C:13]([C:15]5[N:19]([CH:20]([CH3:21])[CH3:22])[C:18](=[O:23])[NH:17][N:16]=5)=[CH:14][C:10]=4[CH2:9][CH2:8][O:7][C:6]=3[CH:24]=2)[CH:37]=[N:36]1. (4) Given the reactants [C:1]([O:9][CH2:10][CH3:11])(=[O:8])[CH2:2][C:3]([O:5][CH2:6][CH3:7])=[O:4].[C:12](OCC)(OCC)([O:14][CH2:15][CH3:16])[CH3:13].C(OC(=O)C)(=O)C, predict the reaction product. The product is: [CH2:12]([O:14][C:15](=[C:2]([C:3]([O:5][CH2:6][CH3:7])=[O:4])[C:1]([O:9][CH2:10][CH3:11])=[O:8])[CH3:16])[CH3:13]. (5) The product is: [CH3:1][O:2][C:3](=[O:32])[CH2:4][CH:5]([C:7]1[CH:8]=[N:9][C:10]([NH:13][C:14](=[O:31])[CH:15]([NH:19][C:20](=[O:30])[CH2:21][C:22]2[CH:27]=[C:26]([F:28])[CH:25]=[C:24]([F:29])[CH:23]=2)[CH2:16][CH2:17][CH3:18])=[CH:11][CH:12]=1)[CH3:6]. Given the reactants [CH3:1][O:2][C:3](=[O:32])[CH:4]=[C:5]([C:7]1[CH:8]=[N:9][C:10]([NH:13][C:14](=[O:31])[CH:15]([NH:19][C:20](=[O:30])[CH2:21][C:22]2[CH:27]=[C:26]([F:28])[CH:25]=[C:24]([F:29])[CH:23]=2)[CH2:16][CH2:17][CH3:18])=[CH:11][CH:12]=1)[CH3:6], predict the reaction product. (6) Given the reactants OCC[C@@H](NC(=O)OC(C)(C)C)CC1C=CC(C2N=C3C(C(O)C)=CC=CN3C=2)=CC=1.Cl.O1CCOCC1.C([N:42]([CH2:46][CH3:47])C(C)C)(C)C.Cl[C:49]1[CH:50]=[C:51]([CH:66]=C[C:68]=1[O:69][CH:70]([CH3:72])[CH3:71])[C:52]([O:54][C:55]1C(F)=C(F)C(F)=C(F)C=1F)=[O:53], predict the reaction product. The product is: [C:46]([C:47]1[CH:66]=[C:51]([CH:50]=[CH:49][C:68]=1[O:69][CH:70]([CH3:72])[CH3:71])[C:52]([O:54][CH3:55])=[O:53])#[N:42]. (7) Given the reactants CC1(C)C(C)(C)OB([C:9]2[CH:10]=[CH:11][C:12]([C:15]3[CH:20]=[CH:19][C:18]([N:21]4[C:33]5[CH:32]=[CH:31][CH:30]=[CH:29][C:28]=5[C:27]5[C:22]4=[CH:23][CH:24]=[CH:25][CH:26]=5)=[CH:17][CH:16]=3)=[N:13][CH:14]=2)O1.Br[C:36]1[CH:37]=[CH:38][C:39]([C:42]2[S:43][C:44]3[CH:50]=[CH:49][CH:48]=[CH:47][C:45]=3[N:46]=2)=[N:40][CH:41]=1.C([O-])([O-])=O.[Na+].[Na+].O, predict the reaction product. The product is: [CH:23]1[C:22]2[N:21]([C:18]3[CH:19]=[CH:20][C:15]([C:12]4[N:13]=[CH:14][C:9]([C:36]5[CH:41]=[N:40][C:39]([C:42]6[S:43][C:44]7[CH:50]=[CH:49][CH:48]=[CH:47][C:45]=7[N:46]=6)=[CH:38][CH:37]=5)=[CH:10][CH:11]=4)=[CH:16][CH:17]=3)[C:33]3[C:28](=[CH:29][CH:30]=[CH:31][CH:32]=3)[C:27]=2[CH:26]=[CH:25][CH:24]=1.